This data is from Full USPTO retrosynthesis dataset with 1.9M reactions from patents (1976-2016). The task is: Predict the reactants needed to synthesize the given product. The reactants are: [CH3:1][O:2][C:3]1[CH:10]=[CH:9][C:8]([O:11][C:12]2[C:20]([CH3:21])=[CH:19][C:18]([N+:22]([O-:24])=[O:23])=[C:17]3[C:13]=2[CH2:14][CH2:15][CH2:16]3)=[CH:7][C:4]=1[CH:5]=O.[Br-].[CH3:26][O:27][C:28]1[CH:29]=[C:30]([CH:51]=[CH:52][CH:53]=1)[CH2:31][P+](C1C=CC=CC=1)(C1C=CC=CC=1)C1C=CC=CC=1. Given the product [CH3:1][O:2][C:3]1[CH:10]=[CH:9][C:8]([O:11][C:12]2[C:20]([CH3:21])=[CH:19][C:18]([N+:22]([O-:24])=[O:23])=[C:17]3[C:13]=2[CH2:14][CH2:15][CH2:16]3)=[CH:7][C:4]=1[CH:5]=[CH:31][C:30]1[CH:51]=[CH:52][CH:53]=[C:28]([O:27][CH3:26])[CH:29]=1, predict the reactants needed to synthesize it.